This data is from Catalyst prediction with 721,799 reactions and 888 catalyst types from USPTO. The task is: Predict which catalyst facilitates the given reaction. (1) Reactant: [C:1]1([CH3:12])[CH:6]=[CH:5][CH:4]=[C:3]([CH2:7][CH2:8][C:9](O)=O)[CH:2]=1.C(Cl)(=O)C(Cl)=[O:15].[Cl-].[Al+3].[Cl-].[Cl-]. Product: [CH3:12][C:1]1[CH:2]=[C:3]2[C:4]([CH2:9][CH2:8][C:7]2=[O:15])=[CH:5][CH:6]=1. The catalyst class is: 4. (2) Reactant: [CH3:1][O:2][C:3]1[CH:4]=[C:5]([SH:9])[CH:6]=[CH:7][CH:8]=1.Cl.Cl[CH2:12][CH2:13][NH2:14].C([O-])([O-])=O.[Cs+].[Cs+].CCOC(C)=O. Product: [CH3:1][O:2][C:3]1[CH:4]=[C:5]([S:9][CH2:12][CH2:13][NH2:14])[CH:6]=[CH:7][CH:8]=1. The catalyst class is: 23. (3) Reactant: [OH:1][C@@H:2]1[CH2:26][CH2:25][C@@:24]2([CH3:27])[CH:4]([CH2:5][C@@H:6]([OH:30])[C@@H:7]3[C@@H:23]2[CH2:22][C@H:21]([OH:28])[C@@:20]2([CH3:29])[C@H:8]3[CH2:9][CH2:10][C@@H:11]2[C@H:12]([CH3:19])[CH2:13][CH2:14][C:15]([O:17][CH3:18])=[O:16])[CH2:3]1.N1C=CN=C1.[Si:36](Cl)([C:39]([CH3:42])([CH3:41])[CH3:40])([CH3:38])[CH3:37]. Product: [C:39]([Si:36]([CH3:38])([CH3:37])[O:1][C@@H:2]1[CH2:26][CH2:25][C@@:24]2([CH3:27])[CH:4]([CH2:5][C@@H:6]([OH:30])[C@@H:7]3[C@@H:23]2[CH2:22][C@H:21]([OH:28])[C@@:20]2([CH3:29])[C@H:8]3[CH2:9][CH2:10][C@@H:11]2[C@H:12]([CH3:19])[CH2:13][CH2:14][C:15]([O:17][CH3:18])=[O:16])[CH2:3]1)([CH3:42])([CH3:41])[CH3:40]. The catalyst class is: 9. (4) Reactant: [NH2:1][C:2]1[C:10]([Br:11])=[C:9]([F:12])[CH:8]=[CH:7][C:3]=1[C:4](O)=[O:5].[CH3:13][NH2:14].CCCP1(OP(CCC)(=O)OP(CCC)(=O)O1)=O.C1COCC1. Product: [NH2:1][C:2]1[C:10]([Br:11])=[C:9]([F:12])[CH:8]=[CH:7][C:3]=1[C:4]([NH:14][CH3:13])=[O:5]. The catalyst class is: 25.